Dataset: Catalyst prediction with 721,799 reactions and 888 catalyst types from USPTO. Task: Predict which catalyst facilitates the given reaction. (1) Reactant: [CH:1]1([C:4]2[N:8]=[C:7]([C:9]3[N:10]=[CH:11][N:12]4[C:18]=3[CH2:17][N:16](CC3C=CC(OC)=CC=3OC)[C:15](=[O:30])[C:14]3[CH:31]=[C:32]([CH3:35])[CH:33]=[CH:34][C:13]4=3)[O:6][N:5]=2)[CH2:3][CH2:2]1.FC(F)(F)S(O)(=O)=O. Product: [CH:1]1([C:4]2[N:8]=[C:7]([C:9]3[N:10]=[CH:11][N:12]4[C:18]=3[CH2:17][NH:16][C:15](=[O:30])[C:14]3[CH:31]=[C:32]([CH3:35])[CH:33]=[CH:34][C:13]4=3)[O:6][N:5]=2)[CH2:3][CH2:2]1. The catalyst class is: 557. (2) The catalyst class is: 6. Product: [CH2:11]([OH:12])[C@H:9]1[O:10][C@H:2]([O:1][C@@H:7]([C@H:5]([OH:6])[C@@H:3]([OH:4])[CH2:2][OH:1])[C@H:9]([OH:10])[CH2:11][OH:12])[C@H:3]([OH:4])[C@@H:5]([OH:6])[C@@H:7]1[OH:8]. Reactant: [OH:1][CH2:2][C@@H:3]([C@H:5]([C@@H:7]([C@@H:9]([CH2:11][OH:12])[OH:10])[OH:8])[OH:6])[OH:4]. (3) Product: [CH:1]1([C:4]2[C:5]([NH:21][C@@H:22]3[C:30]4[C:25](=[CH:26][CH:27]=[CH:28][CH:29]=4)[CH2:24][C@H:23]3[NH:31][C:34](=[O:36])[CH3:33])=[N:6][C:7]([CH:18]3[CH2:20][CH2:19]3)=[C:8]([C:10]3[CH:15]=[CH:14][C:13]([Cl:16])=[CH:12][C:11]=3[Cl:17])[N:9]=2)[CH2:3][CH2:2]1. The catalyst class is: 22. Reactant: [CH:1]1([C:4]2[C:5]([NH:21][C@@H:22]3[CH2:30][C:29]4[C:24](=[CH:25][CH:26]=[CH:27][CH:28]=4)[C@H:23]3[NH2:31])=[N:6][C:7]([CH:18]3[CH2:20][CH2:19]3)=[C:8]([C:10]3[CH:15]=[CH:14][C:13]([Cl:16])=[CH:12][C:11]=3[Cl:17])[N:9]=2)[CH2:3][CH2:2]1.Cl[C:33](Cl)(Cl)[C:34](=[O:36])C. (4) Product: [F:22][C:14]1[CH:15]=[C:16]([N+:19]([O-:21])=[O:20])[CH:17]=[CH:18][C:13]=1[NH:11][CH2:10][CH2:9][CH2:8][CH2:7][N:4]1[CH2:5][CH2:6][O:1][CH2:2][CH2:3]1. The catalyst class is: 10. Reactant: [O:1]1[CH2:6][CH2:5][N:4]([CH2:7][CH2:8][CH2:9][CH2:10][NH2:11])[CH2:3][CH2:2]1.F[C:13]1[CH:18]=[CH:17][C:16]([N+:19]([O-:21])=[O:20])=[CH:15][C:14]=1[F:22].C([O-])([O-])=O.[K+].[K+]. (5) Reactant: [Cl:1][C:2]1[CH:3]=[C:4]([N:10]2[C:14]([CH3:15])=[C:13]([O:16][C:17]3[CH:25]=[CH:24][C:20]([C:21]([NH2:23])=O)=[CH:19][CH:18]=3)[C:12]([CH3:26])=[N:11]2)[CH:5]=[CH:6][C:7]=1[C:8]#[N:9].N1C=CC=CC=1.C(Cl)(=O)C(Cl)=O.C(=O)([O-])O.[Na+]. Product: [Cl:1][C:2]1[CH:3]=[C:4]([N:10]2[C:14]([CH3:15])=[C:13]([O:16][C:17]3[CH:18]=[CH:19][C:20]([C:21]#[N:23])=[CH:24][CH:25]=3)[C:12]([CH3:26])=[N:11]2)[CH:5]=[CH:6][C:7]=1[C:8]#[N:9]. The catalyst class is: 3. (6) Reactant: [C:1]([O:5][CH3:6])(=[O:4])[CH:2]=[CH2:3].[CH3:7][O:8][C:9]1[CH:14]=[CH:13][C:12]([C@@H:15]2[C@@H:20]([O:21][CH2:22][C:23]3[CH:24]=[CH:25][C:26]4[O:31][CH2:30][CH2:29][N:28]([CH2:32][CH2:33][CH2:34][O:35][CH3:36])[C:27]=4[CH:37]=3)[CH2:19][N:18]([S:38]([C:41]3[CH:46]=[CH:45][C:44]([CH3:47])=[CH:43][CH:42]=3)(=[O:40])=[O:39])[CH2:17][C@H:16]2[OH:48])=[CH:11][CH:10]=1.N1CCCN2CCCCCC=12. Product: [CH3:7][O:8][C:9]1[CH:14]=[CH:13][C:12]([C@@H:15]2[C@@H:20]([O:21][CH2:22][C:23]3[CH:24]=[CH:25][C:26]4[O:31][CH2:30][CH2:29][N:28]([CH2:32][CH2:33][CH2:34][O:35][CH3:36])[C:27]=4[CH:37]=3)[CH2:19][N:18]([S:38]([C:41]3[CH:42]=[CH:43][C:44]([CH3:47])=[CH:45][CH:46]=3)(=[O:39])=[O:40])[CH2:17][C@H:16]2[O:48][CH2:3][CH2:2][C:1]([O:5][CH3:6])=[O:4])=[CH:11][CH:10]=1. The catalyst class is: 10.